This data is from NCI-60 drug combinations with 297,098 pairs across 59 cell lines. The task is: Regression. Given two drug SMILES strings and cell line genomic features, predict the synergy score measuring deviation from expected non-interaction effect. Drug 1: C1CCC(C1)C(CC#N)N2C=C(C=N2)C3=C4C=CNC4=NC=N3. Drug 2: CCCCC(=O)OCC(=O)C1(CC(C2=C(C1)C(=C3C(=C2O)C(=O)C4=C(C3=O)C=CC=C4OC)O)OC5CC(C(C(O5)C)O)NC(=O)C(F)(F)F)O. Cell line: PC-3. Synergy scores: CSS=-2.30, Synergy_ZIP=-0.335, Synergy_Bliss=-3.49, Synergy_Loewe=-2.85, Synergy_HSA=-5.10.